Dataset: Experimentally validated miRNA-target interactions with 360,000+ pairs, plus equal number of negative samples. Task: Binary Classification. Given a miRNA mature sequence and a target amino acid sequence, predict their likelihood of interaction. (1) The miRNA is ath-miR159a with sequence UUUGGAUUGAAGGGAGCUCUA. The protein sequence of the target gene is MASMAAAIAASRSAVMSGNRPLDDRERKRFTYFSSLSPMARKIMQDKEKIREKYGPEWARLPPAQQDEIIDRCLVGPRAPAPRDPGDSEELTRFPGLRGPTGQKVVRFGDEDLTWQDEHSAPFSWETKSQMEFSISALSIQEPSNGTAASEPRPLSKASQGSQALKSSQGSRSSSLDALGPTRKEEEASFWKINAERSRGEGPEAEFQSLTPSQIKSMEKGEKVLPPCYRQEPAPKDREAKVERPSTLRQEQRPLPNVSTERERPQPVQAFSSALHEAAPSQLEGKLPSPDVRQDDGEDT.... Result: 0 (no interaction). (2) The miRNA is mmu-miR-149-5p with sequence UCUGGCUCCGUGUCUUCACUCCC. The protein sequence of the target gene is MGGSASSQLDEGKCAYIRGKTEASIKNFSPYYSRQYSVAFCNHVRSEVEQQRDLTSQFLKTKPPLEPGTVLYEAELSQFAEDIRKWKDRYIVIKNDFAVESYESKEAYQRGAVPKSRILPAGGKVLTSEEEYSLLSDKHFPDPTASSEKNSQPFVLLPKAFPVYLWQPYLRHGYFCFHEAAEQQKFSALLNDCIRHLNHDYMKQTTFEAQAFLEAVQFFRQEKGHYGSWEMTTGDEVQVLSKLVMEELLPTLQTDLLPKLKGKKNDRKRAWFGLLEEAYNLVQHQVSEGLNALKEECRAL.... Result: 1 (interaction). (3) The miRNA is hsa-miR-24-3p with sequence UGGCUCAGUUCAGCAGGAACAG. The protein sequence of the target gene is MAFNFGAPSGTSGTAAATAAPAGGFGGFGTTSTTAGSAFSFSAPTNTGTTGLFGGTQNKGFGFGTGFGTTTGTSTGLGTGLGTGLGFGGFNTQQQQQTTLGGLFSQPTQAPTQSNQLINTASALSAPTLLGDERDAILAKWNQLQAFWGTGKGYFNNNIPPVEFTQENPFCRFKAVGYSCMPSNKDEDGLVVLVFNKKETEIRSQQQQLVESLHKVLGGNQTLTVNVEGTKTLPDDQTEVVIYVVERSPNGTSRRVPATTLYAHFEQANIKTQLQQLGVTLSMTRTELSPAQIKQLLQNP.... Result: 1 (interaction).